From a dataset of Forward reaction prediction with 1.9M reactions from USPTO patents (1976-2016). Predict the product of the given reaction. (1) Given the reactants [C:1]1([C:7]2[CH:25]=[CH:24][C:10]3[S:11][C:12]4[CH:17]=[CH:16][C:15]([C:18]5[CH:23]=[CH:22][CH:21]=[CH:20][CH:19]=5)=[CH:14][C:13]=4[C:9]=3[CH:8]=2)[CH:6]=[CH:5][CH:4]=[CH:3][CH:2]=1.C([Li])CCC.C[O:32][B:33](OC)[O:34]C, predict the reaction product. The product is: [C:18]1([C:15]2[CH:16]=[C:17]([B:33]([OH:34])[OH:32])[C:12]3[S:11][C:10]4[CH:24]=[CH:25][C:7]([C:1]5[CH:6]=[CH:5][CH:4]=[CH:3][CH:2]=5)=[CH:8][C:9]=4[C:13]=3[CH:14]=2)[CH:19]=[CH:20][CH:21]=[CH:22][CH:23]=1. (2) Given the reactants FC(F)(F)C(O)=O.C([O:12][C:13](=[O:41])[CH2:14][CH2:15][C:16]1[CH:21]=[CH:20][C:19]([C:22]([N:24]2[CH2:33][C:32]3[CH:31]=[N:30][N:29]([CH3:34])[C:28]=3[N:27]([CH3:35])[C:26]3[CH:36]=[CH:37][CH:38]=[CH:39][C:25]2=3)=[O:23])=[CH:18][C:17]=1[CH3:40])(C)(C)C, predict the reaction product. The product is: [CH3:34][N:29]1[C:28]2[N:27]([CH3:35])[C:26]3[CH:36]=[CH:37][CH:38]=[CH:39][C:25]=3[N:24]([C:22]([C:19]3[CH:20]=[CH:21][C:16]([CH2:15][CH2:14][C:13]([OH:41])=[O:12])=[C:17]([CH3:40])[CH:18]=3)=[O:23])[CH2:33][C:32]=2[CH:31]=[N:30]1. (3) Given the reactants [F:1][C:2]([F:18])([F:17])[C:3]1[CH:8]=[CH:7][C:6]([C:9]2[CH:14]=[C:13]([C:15]#[N:16])[CH:12]=[CH:11][N:10]=2)=[CH:5][CH:4]=1.[H-].[H-].[H-].[H-].[Li+].[Al+3], predict the reaction product. The product is: [F:17][C:2]([F:1])([F:18])[C:3]1[CH:8]=[CH:7][C:6]([C:9]2[CH:14]=[C:13]([CH2:15][NH2:16])[CH:12]=[CH:11][N:10]=2)=[CH:5][CH:4]=1. (4) Given the reactants [N:1]12[CH2:8][CH2:7][CH:4]([CH2:5][CH2:6]1)[CH:3]([NH:9][C:10]([C:12]1[CH:13]=[CH:14][CH:15]=[C:16]3[O:20][C:19]([C:21]4[CH:26]=[CH:25][C:24]([C:27]#[C:28][Si](C)(C)C)=[CH:23][CH:22]=4)=[N:18][C:17]=13)=[O:11])[CH2:2]2.C(=O)([O-])[O-].[K+].[K+].CO, predict the reaction product. The product is: [N:1]12[CH2:6][CH2:5][CH:4]([CH2:7][CH2:8]1)[CH:3]([NH:9][C:10]([C:12]1[CH:13]=[CH:14][CH:15]=[C:16]3[O:20][C:19]([C:21]4[CH:22]=[CH:23][C:24]([C:27]#[CH:28])=[CH:25][CH:26]=4)=[N:18][C:17]=13)=[O:11])[CH2:2]2. (5) Given the reactants [CH2:1]([O:8][C:9]1[C:10]([O:19][CH3:20])=[C:11]2[C:16](=[CH:17][CH:18]=1)[CH2:15][NH:14][CH2:13][CH2:12]2)[C:2]1[CH:7]=[CH:6][CH:5]=[CH:4][CH:3]=1.[C:21]([O:25][C:26](O[C:26]([O:25][C:21]([CH3:24])([CH3:23])[CH3:22])=[O:27])=[O:27])([CH3:24])([CH3:23])[CH3:22].O, predict the reaction product. The product is: [C:21]([O:25][C:26]([N:14]1[CH2:13][CH2:12][C:11]2[C:16](=[CH:17][CH:18]=[C:9]([O:8][CH2:1][C:2]3[CH:3]=[CH:4][CH:5]=[CH:6][CH:7]=3)[C:10]=2[O:19][CH3:20])[CH2:15]1)=[O:27])([CH3:24])([CH3:23])[CH3:22].